Dataset: Full USPTO retrosynthesis dataset with 1.9M reactions from patents (1976-2016). Task: Predict the reactants needed to synthesize the given product. (1) Given the product [CH2:14]([O:12][C:10](=[O:11])[CH2:9][N:4]1[CH2:3][CH2:2][O:8][C:6](=[O:7])[CH2:5]1)[CH3:15], predict the reactants needed to synthesize it. The reactants are: O[CH2:2][CH2:3][N:4]([CH2:9][C:10]([OH:12])=[O:11])[CH2:5][C:6]([OH:8])=[O:7].Cl.[CH3:14][CH2:15]O. (2) Given the product [NH2:14][C:15]1[N:16]=[C:17]([N:26]2[CH2:27][CH2:28][N:29]([C:32](=[O:42])[CH2:33][O:34][C:35]3[CH:40]=[CH:39][C:38]([Cl:41])=[CH:37][CH:36]=3)[CH2:30][CH2:31]2)[C:18]2[N:24]=[C:23]([C:8]3[CH:9]=[CH:10][C:5]([NH:4][C:1](=[O:3])[CH3:2])=[CH:6][CH:7]=3)[CH:22]=[CH:21][C:19]=2[N:20]=1, predict the reactants needed to synthesize it. The reactants are: [C:1]([NH:4][C:5]1[CH:10]=[CH:9][C:8](B(O)O)=[CH:7][CH:6]=1)(=[O:3])[CH3:2].[NH2:14][C:15]1[N:16]=[C:17]([N:26]2[CH2:31][CH2:30][N:29]([C:32](=[O:42])[CH2:33][O:34][C:35]3[CH:40]=[CH:39][C:38]([Cl:41])=[CH:37][CH:36]=3)[CH2:28][CH2:27]2)[C:18]2[N:24]=[C:23](Cl)[CH:22]=[CH:21][C:19]=2[N:20]=1. (3) Given the product [Br:1][C:2]1[CH:14]=[C:13]2[C:5]([C:6]3[CH:7]=[C:8]([C:15]([O:17][CH2:18][CH3:19])=[O:16])[CH:9]=[CH:10][C:11]=3[NH:12]2)=[C:4]([C:20](=[O:23])[NH:21][CH3:22])[CH:3]=1, predict the reactants needed to synthesize it. The reactants are: [Br:1][C:2]1[CH:14]=[C:13]2[C:5]([C:6]3[CH2:7][CH:8]([C:15]([O:17][CH2:18][CH3:19])=[O:16])[CH2:9][CH2:10][C:11]=3[NH:12]2)=[C:4]([C:20](=[O:23])[NH:21][CH3:22])[CH:3]=1.C(C1C(=O)C(Cl)=C(Cl)C(=O)C=1C#N)#N. (4) Given the product [C:1]([O:4][C@H:5]1[C@@H:9]([O:10][C:11](=[O:13])[CH3:12])[C@H:8]([N:14]2[CH:22]=[N:21][C:20]3[C:15]2=[N:16][CH:17]=[N:18][C:19]=3[N:31]([CH3:32])[CH3:30])[O:7][C@@H:6]1[CH2:24][O:25][C:26](=[O:28])[CH3:27])(=[O:3])[CH3:2], predict the reactants needed to synthesize it. The reactants are: [C:1]([O:4][C@H:5]1[C@@H:9]([O:10][C:11](=[O:13])[CH3:12])[C@H:8]([N:14]2[CH:22]=[N:21][C:20]3[C:15]2=[N:16][CH:17]=[N:18][C:19]=3Cl)[O:7][C@@H:6]1[CH2:24][O:25][C:26](=[O:28])[CH3:27])(=[O:3])[CH3:2].Cl.[CH3:30][NH:31][CH3:32].C(N(CC)CC)C.O. (5) Given the product [CH2:19]([O:18][C:17]1[C:8]([NH2:7])=[CH:9][C:10]2[C:15]([CH:16]=1)=[CH:14][CH:13]=[C:12]([O:26][CH3:27])[CH:11]=2)[C:20]1[CH:21]=[CH:22][CH:23]=[CH:24][CH:25]=1, predict the reactants needed to synthesize it. The reactants are: C(OC(=O)[NH:7][C:8]1[C:17]([O:18][CH2:19][C:20]2[CH:25]=[CH:24][CH:23]=[CH:22][CH:21]=2)=[CH:16][C:15]2[C:10](=[CH:11][C:12]([O:26][CH3:27])=[CH:13][CH:14]=2)[CH:9]=1)(C)(C)C. (6) Given the product [ClH:19].[NH2:42][CH2:41][CH2:40][C:38]1[S:39][C:35]([C:32]2[CH:33]=[CH:34][C:29]([NH:28][C:27]([NH:26][C:21]3[CH:22]=[CH:23][CH:24]=[CH:25][C:20]=3[Cl:19])=[O:50])=[CH:30][CH:31]=2)=[CH:36][N:37]=1, predict the reactants needed to synthesize it. The reactants are: Cl.[N+](C1C=CC(C2SC(CCN)=NC=2)=CC=1)([O-])=O.[Cl:19][C:20]1[CH:25]=[CH:24][CH:23]=[CH:22][C:21]=1[NH:26][C:27](=[O:50])[NH:28][C:29]1[CH:34]=[CH:33][C:32]([C:35]2[S:39][C:38]([CH2:40][CH2:41][NH:42]C(=O)OC(C)(C)C)=[N:37][CH:36]=2)=[CH:31][CH:30]=1.Cl.